Dataset: Forward reaction prediction with 1.9M reactions from USPTO patents (1976-2016). Task: Predict the product of the given reaction. (1) Given the reactants [CH2:1]([O:3][C:4](=[O:29])[C:5]1[CH:10]=[C:9]([Br:11])[CH:8]=[C:7]([CH2:12]Br)[C:6]=1[N:14]([C:22]([O:24][C:25]([CH3:28])([CH3:27])[CH3:26])=[O:23])[C:15]([O:17][C:18]([CH3:21])([CH3:20])[CH3:19])=[O:16])[CH3:2].[C:30]([O:34][C:35]([N:37]1[CH2:42][CH2:41][N:40](CC2C=C(N(C(OC(C)(C)C)=O)C(OC(C)(C)C)=O)C(C(OCC)=O)=CC=2Cl)[CH2:39][CH2:38]1)=[O:36])([CH3:33])([CH3:32])[CH3:31].C(Cl)Cl, predict the reaction product. The product is: [C:30]([O:34][C:35]([N:37]1[CH2:42][CH2:41][N:40]([CH2:12][C:7]2[CH:8]=[C:9]([Br:11])[CH:10]=[C:5]([C:4]([O:3][CH2:1][CH3:2])=[O:29])[C:6]=2[N:14]([C:15]([O:17][C:18]([CH3:21])([CH3:20])[CH3:19])=[O:16])[C:22]([O:24][C:25]([CH3:27])([CH3:28])[CH3:26])=[O:23])[CH2:39][CH2:38]1)=[O:36])([CH3:33])([CH3:31])[CH3:32]. (2) The product is: [CH3:29][C:30]([CH2:32][N:20]1[CH2:19][CH2:18][CH:17]([O:16][C:14]2[CH:13]=[C:12]([O:23][CH3:24])[CH:11]=[C:10]3[C:15]=2[C:6]([NH:5][C:4]2[CH:25]=[CH:26][C:27]([F:28])=[C:2]([Cl:1])[CH:3]=2)=[N:7][CH:8]=[N:9]3)[CH2:22][CH2:21]1)=[O:31]. Given the reactants [Cl:1][C:2]1[CH:3]=[C:4]([CH:25]=[CH:26][C:27]=1[F:28])[NH:5][C:6]1[C:15]2[C:10](=[CH:11][C:12]([O:23][CH3:24])=[CH:13][C:14]=2[O:16][CH:17]2[CH2:22][CH2:21][NH:20][CH2:19][CH2:18]2)[N:9]=[CH:8][N:7]=1.[CH3:29][C:30]([CH2:32]Cl)=[O:31], predict the reaction product. (3) Given the reactants [F:1][C:2]1[C:7]2[N:8]=[N:9][S:10][C:6]=2[CH:5]=[C:4]([C:11]([O:13][CH3:14])=[O:12])[C:3]=1[NH:15][C:16]1[CH:21]=[CH:20][CH:19]=[CH:18][C:17]=1[F:22].C1C(=O)N([I:30])C(=O)C1.FC(F)(F)C(O)=O, predict the reaction product. The product is: [F:1][C:2]1[C:7]2[N:8]=[N:9][S:10][C:6]=2[CH:5]=[C:4]([C:11]([O:13][CH3:14])=[O:12])[C:3]=1[NH:15][C:16]1[CH:21]=[CH:20][C:19]([I:30])=[CH:18][C:17]=1[F:22]. (4) Given the reactants [F:8][C:7]([F:10])([F:9])[C:6](O[C:6](=[O:11])[C:7]([F:10])([F:9])[F:8])=[O:11].[Br:14][C:15]1[CH:20]=[CH:19][C:18]([N:21]2[CH2:27][CH2:26][CH2:25][CH:24]=[C:23]([N:28]3[CH2:33][CH2:32][O:31][CH2:30][CH2:29]3)[C:22]2=[O:34])=[CH:17][CH:16]=1, predict the reaction product. The product is: [Br:14][C:15]1[CH:20]=[CH:19][C:18]([N:21]2[CH2:27][CH2:26][CH2:25][C:24]([C:6](=[O:11])[C:7]([F:8])([F:9])[F:10])=[C:23]([N:28]3[CH2:29][CH2:30][O:31][CH2:32][CH2:33]3)[C:22]2=[O:34])=[CH:17][CH:16]=1. (5) Given the reactants [Si:1]([O:8][C@H:9]1[CH2:18][C:17]([CH3:20])([CH3:19])[CH2:16][C:15]2[N:14]=[C:13]([CH:21]([O:23][CH3:24])[CH3:22])[C:12]([C:25](=[O:36])[C:26]3[CH:31]=[CH:30][C:29]([C:32]([F:35])([F:34])[F:33])=[CH:28][CH:27]=3)=[C:11]([CH:37]3[CH2:42][CH2:41][N:40]([C:43]([O:45][CH2:46][C:47]4[CH:52]=[CH:51][CH:50]=[CH:49][CH:48]=4)=[O:44])[CH2:39][CH2:38]3)[C:10]1=2)([C:4]([CH3:7])([CH3:6])[CH3:5])([CH3:3])[CH3:2].[BH4-].[Na+], predict the reaction product. The product is: [Si:1]([O:8][C@H:9]1[CH2:18][C:17]([CH3:20])([CH3:19])[CH2:16][C:15]2[N:14]=[C:13]([CH:21]([O:23][CH3:24])[CH3:22])[C:12]([CH:25]([OH:36])[C:26]3[CH:27]=[CH:28][C:29]([C:32]([F:35])([F:33])[F:34])=[CH:30][CH:31]=3)=[C:11]([CH:37]3[CH2:42][CH2:41][N:40]([C:43]([O:45][CH2:46][C:47]4[CH:48]=[CH:49][CH:50]=[CH:51][CH:52]=4)=[O:44])[CH2:39][CH2:38]3)[C:10]1=2)([C:4]([CH3:5])([CH3:6])[CH3:7])([CH3:2])[CH3:3]. (6) Given the reactants [F:1][C@H:2]1[C@H:8]([NH:9]C(=O)OC(C)(C)C)[CH2:7][CH2:6][C@@H:5]([C:17]2[N:21]([CH3:22])[N:20]=[CH:19][C:18]=2[N+:23]([O-])=O)[O:4][CH2:3]1.[Si]([O:33][CH2:34][CH2:35][O:36][C:37]1[CH:42]=[C:41]([F:43])[C:40]([C:44]2[N:49]=[C:48]([C:50](O)=[O:51])[CH:47]=[CH:46][C:45]=2[F:53])=[C:39]([F:54])[CH:38]=1)(C(C)(C)C)(C)C, predict the reaction product. The product is: [NH2:9][C@H:8]1[C@H:2]([F:1])[CH2:3][O:4][C@H:5]([C:17]2[N:21]([CH3:22])[N:20]=[CH:19][C:18]=2[NH:23][C:50](=[O:51])[C:48]2[CH:47]=[CH:46][C:45]([F:53])=[C:44]([C:40]3[C:41]([F:43])=[CH:42][C:37]([O:36][CH2:35][CH2:34][OH:33])=[CH:38][C:39]=3[F:54])[N:49]=2)[CH2:6][CH2:7]1.